From a dataset of Forward reaction prediction with 1.9M reactions from USPTO patents (1976-2016). Predict the product of the given reaction. (1) Given the reactants [Br:1][C:2]1[CH:3]=[C:4]([CH:16]=[CH:17][CH:18]=1)[O:5][CH2:6][C:7]1[CH:15]=[CH:14][C:10]([C:11]([OH:13])=O)=[CH:9][CH:8]=1.Cl.C(N=C=NCCCN(C)C)C.N1(O)C2C=CC=CC=2N=N1.C(N(CC)CC)C.[NH2:48][CH2:49][C:50]1[C:51]([OH:58])=[N:52][C:53]([CH3:57])=[CH:54][C:55]=1[CH3:56], predict the reaction product. The product is: [Br:1][C:2]1[CH:3]=[C:4]([CH:16]=[CH:17][CH:18]=1)[O:5][CH2:6][C:7]1[CH:8]=[CH:9][C:10]([C:11]([NH:48][CH2:49][C:50]2[C:51]([OH:58])=[N:52][C:53]([CH3:57])=[CH:54][C:55]=2[CH3:56])=[O:13])=[CH:14][CH:15]=1. (2) The product is: [Cl:17][C:5]1[C:6]([CH2:8][C:9]2[CH:14]=[CH:13][C:12]([CH2:15][CH3:16])=[CH:11][CH:10]=2)=[CH:7][C:2]([C@H:30]2[C@H:29]([OH:28])[C@@H:34]([OH:35])[C@H:33]([OH:40])[C@@H:32]([CH2:45][OH:46])[O:31]2)=[C:3]([O:18][CH2:19][CH2:20][O:21][C:22]([F:25])([F:24])[F:23])[CH:4]=1. Given the reactants Br[C:2]1[CH:7]=[C:6]([CH2:8][C:9]2[CH:14]=[CH:13][C:12]([CH2:15][CH3:16])=[CH:11][CH:10]=2)[C:5]([Cl:17])=[CH:4][C:3]=1[O:18][CH2:19][CH2:20][O:21][C:22]([F:25])([F:24])[F:23].C[Si](C)(C)[O:28][C@@H:29]1[C@@H:34]([O:35][Si](C)(C)C)[C@H:33]([O:40][Si](C)(C)C)[C@@H:32]([CH2:45][O:46][Si](C)(C)C)[O:31][C:30]1=O.[Li]CCCC.CS(O)(=O)=O.[SiH](CC)(CC)CC.B(F)(F)F.CCOCC, predict the reaction product. (3) Given the reactants [OH:1][CH2:2][CH2:3][CH2:4][N:5]1[C:9](=[O:10])[CH:8]=[CH:7][C:6]1=[O:11].CC(O)C, predict the reaction product. The product is: [O:11]=[C:6]1[CH:7]=[CH:8][C:9](=[O:10])[N:5]1[CH2:4][CH2:3][CH:2]=[O:1]. (4) Given the reactants C(N1CCOC2C=CC(N[C:16]([C:18]3[CH:19]=[CH:20][C:21]4[CH:22]=[C:23]5[C:30](=[O:31])[NH:29][CH2:28][C:27]6([CH2:34][CH2:33][CH2:32]6)[N:24]5[C:25]=4[CH:26]=3)=[O:17])=CC1=2)(=O)C=C.[NH2:35][C:36]1[S:40][C:39]([N:41]2[CH2:46][CH2:45][CH2:44][CH2:43][CH2:42]2)=[N:38][C:37]=1[NH:47][C:48](=[O:51])[CH:49]=[CH2:50], predict the reaction product. The product is: [C:48]([NH:47][C:37]1[N:38]=[C:39]([N:41]2[CH2:46][CH2:45][CH2:44][CH2:43][CH2:42]2)[S:40][C:36]=1[NH:35][C:16]([C:18]1[CH:19]=[CH:20][C:21]2[CH:22]=[C:23]3[C:30](=[O:31])[NH:29][CH2:28][C:27]4([CH2:32][CH2:33][CH2:34]4)[N:24]3[C:25]=2[CH:26]=1)=[O:17])(=[O:51])[CH:49]=[CH2:50]. (5) Given the reactants [CH2:1]([O:3][C:4](=[O:24])[CH2:5][O:6][C:7]1[CH:12]=[CH:11][CH:10]=[C:9]([NH:13][C:14](=[O:23])[C:15]2[CH:20]=[C:19](Br)[CH:18]=[CH:17][C:16]=2[F:22])[CH:8]=1)[CH3:2].[F:25][C:26]1[CH:31]=[CH:30][C:29](B(O)O)=[CH:28][CH:27]=1, predict the reaction product. The product is: [CH2:1]([O:3][C:4](=[O:24])[CH2:5][O:6][C:7]1[CH:12]=[CH:11][CH:10]=[C:9]([NH:13][C:14]([C:15]2[CH:20]=[C:19]([C:29]3[CH:30]=[CH:31][C:26]([F:25])=[CH:27][CH:28]=3)[CH:18]=[CH:17][C:16]=2[F:22])=[O:23])[CH:8]=1)[CH3:2]. (6) Given the reactants [Cl:1][C:2]1[CH:3]=[N:4][C:5]2[N:6]([N:8]=[C:9]([C:11]([OH:13])=O)[CH:10]=2)[CH:7]=1.[Cl:14][C:15]1[S:23][C:22]2[CH2:21][CH2:20][NH:19][N:18]([CH3:24])[C:17]=2[CH:16]=1, predict the reaction product. The product is: [Cl:14][C:15]1[S:23][C:22]2[CH2:21][CH2:20][N:19]([C:11]([C:9]3[CH:10]=[C:5]4[N:4]=[CH:3][C:2]([Cl:1])=[CH:7][N:6]4[N:8]=3)=[O:13])[N:18]([CH3:24])[C:17]=2[CH:16]=1.